Dataset: Full USPTO retrosynthesis dataset with 1.9M reactions from patents (1976-2016). Task: Predict the reactants needed to synthesize the given product. (1) Given the product [Cl:15][C:16]1[CH:21]=[C:20]([Cl:22])[CH:19]=[CH:18][C:17]=1[C:23]1[N:24]([C:32]2[CH:37]=[CH:36][C:35]([O:38][CH2:39][CH2:40][CH2:41][F:42])=[CH:34][CH:33]=2)[C:25]([CH3:31])=[C:26]([C:28]([NH:8][N:2]2[CH2:7][CH2:6][CH2:5][CH2:4][CH2:3]2)=[O:29])[N:27]=1, predict the reactants needed to synthesize it. The reactants are: Cl.[N:2]1([NH2:8])[CH2:7][CH2:6][CH2:5][CH2:4][CH2:3]1.N1C=CC=CC=1.[Cl:15][C:16]1[CH:21]=[C:20]([Cl:22])[CH:19]=[CH:18][C:17]=1[C:23]1[N:24]([C:32]2[CH:37]=[CH:36][C:35]([O:38][CH2:39][CH2:40][CH2:41][F:42])=[CH:34][CH:33]=2)[C:25]([CH3:31])=[C:26]([C:28](Cl)=[O:29])[N:27]=1. (2) Given the product [OH:15][CH2:14][C@H:12]1[CH2:13][C@@H:9]([NH:8][C:4]2[CH:3]=[C:2]([I:18])[N:7]=[CH:6][N:5]=2)[C@H:10]([OH:17])[C@@H:11]1[OH:16], predict the reactants needed to synthesize it. The reactants are: Cl[C:2]1[N:7]=[CH:6][N:5]=[C:4]([NH:8][C@@H:9]2[CH2:13][C@H:12]([CH2:14][OH:15])[C@@H:11]([OH:16])[C@H:10]2[OH:17])[CH:3]=1.[I-:18].[Na+]. (3) Given the product [NH2:14][C@@H:15]([C@H:23]1[CH2:28][CH2:27][CH2:26][CH:25]([OH:29])[CH2:24]1)[C:16]([O:18][C:19]([CH3:22])([CH3:21])[CH3:20])=[O:17], predict the reactants needed to synthesize it. The reactants are: C1(C([NH:14][C@@H:15]([C@H:23]2[CH2:28][CH2:27][CH2:26][CH:25]([OH:29])[CH2:24]2)[C:16]([O:18][C:19]([CH3:22])([CH3:21])[CH3:20])=[O:17])C2C=CC=CC=2)C=CC=CC=1. (4) Given the product [CH3:1][N:2]1[CH:6]=[C:5]([CH2:7][O:8][S:17]([CH3:16])(=[O:19])=[O:18])[CH:4]=[N:3]1, predict the reactants needed to synthesize it. The reactants are: [CH3:1][N:2]1[CH:6]=[C:5]([CH2:7][OH:8])[CH:4]=[N:3]1.C(N(CC)CC)C.[CH3:16][S:17](Cl)(=[O:19])=[O:18]. (5) Given the product [CH3:13][O:11][C:10]([C:4]1[NH:5][C:6]([CH2:8][CH3:9])=[CH:7][C:3]=1[C:1]#[N:2])=[O:12], predict the reactants needed to synthesize it. The reactants are: [C:1]([C:3]1[CH:7]=[C:6]([CH2:8][CH3:9])[NH:5][C:4]=1[C:10]([OH:12])=[O:11])#[N:2].[CH3:13][Si](C=[N+]=[N-])(C)C.CCOCC. (6) Given the product [C:1]([Si:5]([CH3:30])([CH3:29])[O:6][C:7]1[CH:8]=[CH:9][CH:10]=[C:11]2[C:16]=1[N:15]=[C:14]([NH:17][C:18]1[C:19]([NH2:26])=[CH:20][C:21]([O:24][CH3:25])=[CH:22][CH:23]=1)[CH:13]=[CH:12]2)([CH3:4])([CH3:3])[CH3:2], predict the reactants needed to synthesize it. The reactants are: [C:1]([Si:5]([CH3:30])([CH3:29])[O:6][C:7]1[CH:8]=[CH:9][CH:10]=[C:11]2[C:16]=1[N:15]=[C:14]([NH:17][C:18]1[CH:23]=[CH:22][C:21]([O:24][CH3:25])=[CH:20][C:19]=1[N+:26]([O-])=O)[CH:13]=[CH:12]2)([CH3:4])([CH3:3])[CH3:2].C1COCC1.NN. (7) Given the product [CH3:26][O:25][C:22]1[CH:23]=[CH:24][C:19]([N:1]2[CH:5]=[C:4]([C:6]3[C:7]([C:12]4[CH:13]=[CH:14][CH:15]=[CH:16][CH:17]=4)=[N:8][O:9][C:10]=3[CH3:11])[N:3]=[CH:2]2)=[CH:20][CH:21]=1, predict the reactants needed to synthesize it. The reactants are: [NH:1]1[CH:5]=[C:4]([C:6]2[C:7]([C:12]3[CH:17]=[CH:16][CH:15]=[CH:14][CH:13]=3)=[N:8][O:9][C:10]=2[CH3:11])[N:3]=[CH:2]1.I[C:19]1[CH:24]=[CH:23][C:22]([O:25][CH3:26])=[CH:21][CH:20]=1.